This data is from Reaction yield outcomes from USPTO patents with 853,638 reactions. The task is: Predict the reaction yield, written as a fraction of the theoretical maximum amount of product (1.0 means a 100% yield; for example, 0.34 means a 34% yield). (1) The reactants are [O:1]=[C:2]1[C:7]([CH2:8][C:9]2[CH:14]=[CH:13][C:12]([C:15]3[C:16]([C:21]#[N:22])=[CH:17][CH:18]=[CH:19][CH:20]=3)=[CH:11][CH:10]=2)=[C:6]([CH2:23][CH2:24][CH3:25])[N:5]2[N:26]=[CH:27][N:28]=[C:4]2[NH:3]1.Br[CH2:30][CH2:31][O:32][Si:33]([C:36]([CH3:39])([CH3:38])[CH3:37])([CH3:35])[CH3:34].C(=O)([O-])[O-].[K+].[K+].[I-].[Na+]. The catalyst is C(OCC)(=O)C.CN(C)C=O. The product is [Si:33]([O:32][CH2:31][CH2:30][N:3]1[C:2](=[O:1])[C:7]([CH2:8][C:9]2[CH:10]=[CH:11][C:12]([C:15]3[C:16]([C:21]#[N:22])=[CH:17][CH:18]=[CH:19][CH:20]=3)=[CH:13][CH:14]=2)=[C:6]([CH2:23][CH2:24][CH3:25])[N:5]2[N:26]=[CH:27][N:28]=[C:4]12)([C:36]([CH3:39])([CH3:38])[CH3:37])([CH3:35])[CH3:34]. The yield is 0.710. (2) The product is [NH:12]([C:2]1[CH:10]=[CH:9][C:5]([C:6]([OH:8])=[O:7])=[CH:4][N:3]=1)[NH2:13]. The reactants are Cl[C:2]1[CH:10]=[CH:9][C:5]([C:6]([OH:8])=[O:7])=[CH:4][N:3]=1.O.[NH2:12][NH2:13]. The catalyst is CCO. The yield is 0.400. (3) The reactants are [I:1][C:2]1[CH:3]=[C:4]([NH:9][C:10](=[O:23])[C:11]2[CH:16]=[CH:15][C:14]([N:17]3[CH2:22][CH2:21][NH:20][CH2:19][CH2:18]3)=[N:13][CH:12]=2)[CH:5]=[CH:6][C:7]=1[CH3:8].[C@H:24]1([C:33](O)=[O:34])[CH2:29][CH2:28][C@H:27]([C:30]([OH:32])=[O:31])[CH2:26][CH2:25]1.CCN=C=NCCCN(C)C. The catalyst is CN(C=O)C. The product is [I:1][C:2]1[CH:3]=[C:4]([NH:9][C:10]([C:11]2[CH:16]=[CH:15][C:14]([N:17]3[CH2:18][CH2:19][N:20]([C:33]([CH:24]4[CH2:25][CH2:26][CH:27]([C:30]([OH:32])=[O:31])[CH2:28][CH2:29]4)=[O:34])[CH2:21][CH2:22]3)=[N:13][CH:12]=2)=[O:23])[CH:5]=[CH:6][C:7]=1[CH3:8]. The yield is 0.120. (4) The reactants are [CH3:1][C:2]1[CH:7]=[C:6]([CH3:8])[N:5]=[C:4]([NH2:9])[N:3]=1.[NH2:10]O.[CH3:12][C:13]1[CH:18]=[C:17]([CH3:19])[CH:16]=[C:15]([CH3:20])[C:14]=1[S:21]([O-:24])(=[O:23])=[O:22]. The catalyst is C(Cl)Cl. The product is [CH3:20][C:15]1[CH:16]=[C:17]([CH3:19])[CH:18]=[C:13]([CH3:12])[C:14]=1[S:21]([O-:24])(=[O:23])=[O:22].[NH2:10][N:3]1[C:2]([CH3:1])=[CH:7][C:6]([CH3:8])=[N:5][C:4]1=[NH2+:9]. The yield is 0.620. (5) The reactants are [H-].[Na+].[C:3](=[O:10])([O:7][CH2:8][CH3:9])OCC.[C:11]([C:14]1[CH:22]=[CH:21][CH:20]=[C:19]2[C:15]=1[C:16]1([C:36]3[C:27](=[CH:28][C:29]4[O:34][CH2:33][CH2:32][O:31][C:30]=4[CH:35]=3)[O:26][CH2:25]1)[C:17](=[O:24])[N:18]2[CH3:23])(=[O:13])[CH3:12].O. The yield is 0.390. The catalyst is O1CCCC1. The product is [CH3:23][N:18]1[C:19]2[C:15](=[C:14]([C:11](=[O:13])[CH2:12][C:3]([O:7][CH2:8][CH3:9])=[O:10])[CH:22]=[CH:21][CH:20]=2)[C:16]2([C:36]3[C:27](=[CH:28][C:29]4[O:34][CH2:33][CH2:32][O:31][C:30]=4[CH:35]=3)[O:26][CH2:25]2)[C:17]1=[O:24]. (6) The reactants are Cl.[NH2:2][C:3]1[CH:4]=[CH:5][C:6]([CH3:26])=[C:7]([CH:25]=1)[NH:8][C:9]1[CH:14]=[C:13]([C:15]([F:18])([F:17])[F:16])[N:12]=[C:11]([C:19]2[CH:20]=[N:21][CH:22]=[CH:23][CH:24]=2)[N:10]=1.[C:27](O)(=[O:34])[C:28]1[CH:33]=[CH:32][CH:31]=[CH:30][CH:29]=1.Cl.C(N=C=NCCCN(C)C)C. The catalyst is ClCCl. The product is [CH3:26][C:6]1[CH:5]=[CH:4][C:3]([NH:2][C:27](=[O:34])[C:28]2[CH:33]=[CH:32][CH:31]=[CH:30][CH:29]=2)=[CH:25][C:7]=1[NH:8][C:9]1[CH:14]=[C:13]([C:15]([F:17])([F:18])[F:16])[N:12]=[C:11]([C:19]2[CH:20]=[N:21][CH:22]=[CH:23][CH:24]=2)[N:10]=1. The yield is 0.470.